Dataset: Reaction yield outcomes from USPTO patents with 853,638 reactions. Task: Predict the reaction yield, written as a fraction of the theoretical maximum amount of product (1.0 means a 100% yield; for example, 0.34 means a 34% yield). (1) The catalyst is C1COCC1. The reactants are [C:1]([C:5]1[CH:6]=[C:7]([CH:15]([S:19]([C:22]2[CH:28]=[CH:27][C:25]([CH3:26])=[CH:24][CH:23]=2)(=[O:21])=[O:20])[NH:16][CH:17]=O)[CH:8]=[C:9]([C:11]([CH3:14])([CH3:13])[CH3:12])[CH:10]=1)([CH3:4])([CH3:3])[CH3:2].O=P(Cl)(Cl)Cl.N1C=C(C)C=CC=1C.C([O-])(O)=O.[Na+]. The yield is 0.260. The product is [C:11]([C:9]1[CH:8]=[C:7]([CH:15]([N+:16]#[C-:17])[S:19]([C:22]2[CH:23]=[CH:24][C:25]([CH3:26])=[CH:27][CH:28]=2)(=[O:21])=[O:20])[CH:6]=[C:5]([C:1]([CH3:4])([CH3:3])[CH3:2])[CH:10]=1)([CH3:13])([CH3:14])[CH3:12]. (2) The reactants are CC1(C)C(C)(C)OB([C:9]2[CH:18]=[C:17]3[C:12]([CH:13]=[CH:14][N:15]=[CH:16]3)=[CH:11][CH:10]=2)O1.Br[C:21]1[CH:26]=[CH:25][C:24]([S:27]([N:30]2[CH2:44][CH2:43][C:33]3([O:38][CH2:37][C:36](=[O:39])[N:35]([CH:40]4[CH2:42][CH2:41]4)[CH2:34]3)[CH2:32][CH2:31]2)(=[O:29])=[O:28])=[CH:23][CH:22]=1. No catalyst specified. The product is [CH:40]1([N:35]2[CH2:34][C:33]3([CH2:43][CH2:44][N:30]([S:27]([C:24]4[CH:23]=[CH:22][C:21]([C:9]5[CH:18]=[C:17]6[C:12]([CH:13]=[CH:14][N:15]=[CH:16]6)=[CH:11][CH:10]=5)=[CH:26][CH:25]=4)(=[O:28])=[O:29])[CH2:31][CH2:32]3)[O:38][CH2:37][C:36]2=[O:39])[CH2:41][CH2:42]1. The yield is 0.180. (3) The reactants are [Cl:1][C:2]1[C:11]2[C:6](=[CH:7][C:8]([OH:14])=[C:9]([C:12]#[N:13])[CH:10]=2)[N:5]=[CH:4][CH:3]=1.O[CH2:16][CH2:17][O:18][CH:19]1[CH2:24][CH2:23][O:22][CH2:21][CH2:20]1.C1(P(C2C=CC=CC=2)C2C=CC=CC=2)C=CC=CC=1.N(C(OCC)=O)=NC(OCC)=O. The catalyst is C(Cl)Cl. The product is [Cl:1][C:2]1[C:11]2[C:6](=[CH:7][C:8]([O:14][CH2:16][CH2:17][O:18][CH:19]3[CH2:24][CH2:23][O:22][CH2:21][CH2:20]3)=[C:9]([C:12]#[N:13])[CH:10]=2)[N:5]=[CH:4][CH:3]=1. The yield is 0.650. (4) The reactants are [Li+].[Br-].[CH3:3][O:4][C:5]1[CH:10]=[CH:9][CH:8]=[C:7]([NH2:11])[CH:6]=1.[CH3:12][C:13]1[CH:21]=[CH:20][C:19]2[N:18]([CH2:22][CH:23]3[CH2:25][O:24]3)[C:17]3[CH2:26][CH2:27][N:28]([C:30]([O:32][CH2:33][CH3:34])=[O:31])[CH2:29][C:16]=3[C:15]=2[CH:14]=1. No catalyst specified. The product is [OH:24][CH:23]([CH2:25][NH:11][C:7]1[CH:8]=[CH:9][CH:10]=[C:5]([O:4][CH3:3])[CH:6]=1)[CH2:22][N:18]1[C:19]2[CH:20]=[CH:21][C:13]([CH3:12])=[CH:14][C:15]=2[C:16]2[CH2:29][N:28]([C:30]([O:32][CH2:33][CH3:34])=[O:31])[CH2:27][CH2:26][C:17]1=2. The yield is 0.670. (5) The reactants are [CH2:1]([S:5][C:6]1[N:14]=[C:13]2[C:9]([N:10]=[CH:11][N:12]2[C@@H:15]2[O:27][C@H:26]([CH2:28][O:29]C(=O)C)[C@@H:21]([O:22]C(=O)C)[C@H:16]2[O:17]C(=O)C)=[C:8](Cl)[N:7]=1)[CH2:2][CH2:3][CH3:4].[CH2:34]([NH2:41])[C:35]1[CH:40]=[CH:39][CH:38]=[CH:37][CH:36]=1. No catalyst specified. The product is [CH2:1]([S:5][C:6]1[N:14]=[C:13]2[C:9]([N:10]=[CH:11][N:12]2[C@@H:15]2[O:27][C@H:26]([CH2:28][OH:29])[C@@H:21]([OH:22])[C@H:16]2[OH:17])=[C:8]([NH:41][CH2:34][C:35]2[CH:40]=[CH:39][CH:38]=[CH:37][CH:36]=2)[N:7]=1)[CH2:2][CH2:3][CH3:4]. The yield is 0.800.